This data is from Forward reaction prediction with 1.9M reactions from USPTO patents (1976-2016). The task is: Predict the product of the given reaction. Given the reactants [NH2:1][C:2]1[CH:7]=[CH:6][C:5]([C:8]2[C:9]([NH2:17])=[N:10][C:11]([NH2:16])=[N:12][C:13]=2[CH2:14][CH3:15])=[CH:4][CH:3]=1.[CH2:18]1[C:26]2[C:21](=[CH:22][CH:23]=[CH:24][CH:25]=2)[CH2:20][CH:19]1[C:27](O)=[O:28].CCN(CC)CC.CN(C(ON1N=NC2C=CC=CC1=2)=[N+](C)C)C.[B-](F)(F)(F)F, predict the reaction product. The product is: [NH2:16][C:11]1[N:10]=[C:9]([NH2:17])[C:8]([C:5]2[CH:4]=[CH:3][C:2]([NH:1][C:27]([CH:19]3[CH2:20][C:21]4[C:26](=[CH:25][CH:24]=[CH:23][CH:22]=4)[CH2:18]3)=[O:28])=[CH:7][CH:6]=2)=[C:13]([CH2:14][CH3:15])[N:12]=1.